From a dataset of NCI-60 drug combinations with 297,098 pairs across 59 cell lines. Regression. Given two drug SMILES strings and cell line genomic features, predict the synergy score measuring deviation from expected non-interaction effect. (1) Drug 1: C1CCN(CC1)CCOC2=CC=C(C=C2)C(=O)C3=C(SC4=C3C=CC(=C4)O)C5=CC=C(C=C5)O. Drug 2: C1CCC(C1)C(CC#N)N2C=C(C=N2)C3=C4C=CNC4=NC=N3. Cell line: A498. Synergy scores: CSS=-3.90, Synergy_ZIP=0.168, Synergy_Bliss=-1.96, Synergy_Loewe=-5.08, Synergy_HSA=-3.95. (2) Drug 1: CC1C(C(CC(O1)OC2CC(CC3=C2C(=C4C(=C3O)C(=O)C5=C(C4=O)C(=CC=C5)OC)O)(C(=O)CO)O)N)O.Cl. Drug 2: CCCCC(=O)OCC(=O)C1(CC(C2=C(C1)C(=C3C(=C2O)C(=O)C4=C(C3=O)C=CC=C4OC)O)OC5CC(C(C(O5)C)O)NC(=O)C(F)(F)F)O. Cell line: PC-3. Synergy scores: CSS=50.2, Synergy_ZIP=2.85, Synergy_Bliss=3.23, Synergy_Loewe=-20.3, Synergy_HSA=3.69. (3) Drug 1: CC1C(C(CC(O1)OC2CC(CC3=C2C(=C4C(=C3O)C(=O)C5=C(C4=O)C(=CC=C5)OC)O)(C(=O)C)O)N)O.Cl. Drug 2: COCCOC1=C(C=C2C(=C1)C(=NC=N2)NC3=CC=CC(=C3)C#C)OCCOC.Cl. Cell line: SK-MEL-28. Synergy scores: CSS=19.3, Synergy_ZIP=-5.10, Synergy_Bliss=6.67, Synergy_Loewe=0.777, Synergy_HSA=4.77.